Dataset: Reaction yield outcomes from USPTO patents with 853,638 reactions. Task: Predict the reaction yield, written as a fraction of the theoretical maximum amount of product (1.0 means a 100% yield; for example, 0.34 means a 34% yield). (1) The reactants are Br[C:2]1[CH:7]=[CH:6][CH:5]=[CH:4][N:3]=1.[CH2:8]([N:12]1[N:16]=[C:15]2[CH:17]=[CH:18][C:19]([F:21])=[CH:20][C:14]2=[N:13]1)[CH2:9][C:10]#[CH:11]. No catalyst specified. The product is [F:21][C:19]1[CH:18]=[CH:17][C:15]2=[N:16][N:12]([CH2:8][CH2:9][C:10]#[C:11][C:2]3[CH:7]=[CH:6][CH:5]=[CH:4][N:3]=3)[N:13]=[C:14]2[CH:20]=1. The yield is 0.210. (2) The reactants are C(OC([N:8]1[CH2:13][CH2:12][N:11]([C:14]2[C:19]([F:20])=[CH:18][C:17]([C@H:21]3[CH2:25][O:24]C(C)(C)[O:22]3)=[CH:16][N:15]=2)[CH2:10][C@@H:9]1[CH3:28])=O)(C)(C)C.Cl.C(OCC)C. The catalyst is C(Cl)Cl.CO.O1CCOCC1. The product is [F:20][C:19]1[CH:18]=[C:17]([C@H:21]([OH:22])[CH2:25][OH:24])[CH:16]=[N:15][C:14]=1[N:11]1[CH2:12][CH2:13][NH:8][C@@H:9]([CH3:28])[CH2:10]1. The yield is 0.880. (3) The reactants are [CH3:1][C:2]1[O:6][N:5]=[C:4]([C:7]2[CH:12]=[CH:11][CH:10]=[CH:9][CH:8]=2)[C:3]=1[CH2:13][O:14][C:15]1[CH:23]=[CH:22][C:18]([C:19]([OH:21])=O)=[CH:17][N:16]=1.[NH:24]1[CH2:29][CH2:28][S:27][CH2:26][CH2:25]1. No catalyst specified. The product is [CH3:1][C:2]1[O:6][N:5]=[C:4]([C:7]2[CH:8]=[CH:9][CH:10]=[CH:11][CH:12]=2)[C:3]=1[CH2:13][O:14][C:15]1[N:16]=[CH:17][C:18]([C:19]([N:24]2[CH2:29][CH2:28][S:27][CH2:26][CH2:25]2)=[O:21])=[CH:22][CH:23]=1. The yield is 0.970. (4) The reactants are [F:1][C:2]1[CH:3]=[C:4]2[C:8](=[C:9](/[CH:11]=[CH:12]/[C:13]([OH:15])=O)[CH:10]=1)[NH:7][CH:6]=[C:5]2[CH3:16].[Cl:17][C:18]1[CH:19]=[C:20]([S:24]([NH2:27])(=[O:26])=[O:25])[S:21][C:22]=1[Cl:23].CCN=C=NCCCN(C)C. The catalyst is CN(C)C1C=CN=CC=1.ClCCl.Cl. The product is [F:1][C:2]1[CH:3]=[C:4]2[C:8](=[C:9](/[CH:11]=[CH:12]/[C:13]([NH:27][S:24]([C:20]3[S:21][C:22]([Cl:23])=[C:18]([Cl:17])[CH:19]=3)(=[O:25])=[O:26])=[O:15])[CH:10]=1)[NH:7][CH:6]=[C:5]2[CH3:16]. The yield is 0.710. (5) The reactants are [N+:1]([O-:4])(O)=[O:2].[Cl:5][C:6]1[CH:31]=[CH:30][C:9]2[O:10][C:11]3[CH:29]=[CH:28][CH:27]=[CH:26][C:12]=3[C@@H:13]3[C@H:18]([NH:19][C:20](=[O:25])[C:21]([F:24])([F:23])[F:22])[CH2:17][CH2:16][CH2:15][N:14]3[C:8]=2[CH:7]=1. The catalyst is C(Cl)Cl. The product is [Cl:5][C:6]1[C:31]([N+:1]([O-:4])=[O:2])=[CH:30][C:9]2[O:10][C:11]3[CH:29]=[CH:28][CH:27]=[CH:26][C:12]=3[C@@H:13]3[C@H:18]([NH:19][C:20](=[O:25])[C:21]([F:24])([F:23])[F:22])[CH2:17][CH2:16][CH2:15][N:14]3[C:8]=2[CH:7]=1. The yield is 0.900. (6) The reactants are [CH3:1][O:2][C:3]1[C:8]([O:9][CH3:10])=[CH:7][CH:6]=[CH:5][C:4]=1[C:11]1[CH:18]=[CH:17][C:14]([C:15]#[N:16])=[C:13](F)[CH:12]=1.[OH:20][CH:21]1[CH2:26][CH2:25][CH:24]([NH2:27])[CH2:23][CH2:22]1.C(N(CC)C(C)C)(C)C. The catalyst is CS(C)=O. The product is [CH3:1][O:2][C:3]1[C:8]([O:9][CH3:10])=[CH:7][CH:6]=[CH:5][C:4]=1[C:11]1[CH:18]=[CH:17][C:14]([C:15]#[N:16])=[C:13]([NH:27][CH:24]2[CH2:25][CH2:26][CH:21]([OH:20])[CH2:22][CH2:23]2)[CH:12]=1. The yield is 0.540. (7) The reactants are C[O:2][C:3](=O)[CH2:4][N:5]([CH2:7][C:8]1[CH:13]=[CH:12][C:11]([C:14]2[S:15][C:16]([CH2:19][N:20]([C:24]3[CH:29]=[CH:28][C:27]([F:30])=[CH:26][CH:25]=3)[CH:21]([CH3:23])[CH3:22])=[CH:17][CH:18]=2)=[CH:10][CH:9]=1)[CH3:6].C(OC(=O)COC1C=CC(CCC2CC3C=CC(OC)=CC=3O2)=CC=1)C. No catalyst specified. The product is [F:30][C:27]1[CH:26]=[CH:25][C:24]([N:20]([CH2:19][C:16]2[S:15][C:14]([C:11]3[CH:12]=[CH:13][C:8]([CH2:7][N:5]([CH3:6])[CH2:4][CH2:3][OH:2])=[CH:9][CH:10]=3)=[CH:18][CH:17]=2)[CH:21]([CH3:23])[CH3:22])=[CH:29][CH:28]=1. The yield is 0.280. (8) The reactants are [Cl:1][C:2]1[CH:7]=[C:6]([N+:8]([O-])=O)[CH:5]=[C:4]([C:11]([F:14])([F:13])[F:12])[C:3]=1[O:15][C:16]1[CH:21]=[CH:20][C:19]([S:22]([CH3:25])(=[O:24])=[O:23])=[CH:18][CH:17]=1. The catalyst is C(OCC)(=O)C.[Pd]. The product is [Cl:1][C:2]1[CH:7]=[C:6]([NH2:8])[CH:5]=[C:4]([C:11]([F:13])([F:14])[F:12])[C:3]=1[O:15][C:16]1[CH:17]=[CH:18][C:19]([S:22]([CH3:25])(=[O:23])=[O:24])=[CH:20][CH:21]=1. The yield is 0.960. (9) The reactants are [CH3:1][S:2][C:3]1[C:4]([C:8]2[CH:9]=[N:10][CH:11]=[CH:12][CH:13]=2)=[N:5][NH:6][CH:7]=1.[CH2:14](SSCC=C)[CH:15]=C.IC1C(C2C=NC=CC=2)=NNC=1. The catalyst is C(OCC)(=O)C. The product is [CH2:1]([S:2][C:3]1[C:4]([C:8]2[CH:9]=[N:10][CH:11]=[CH:12][CH:13]=2)=[N:5][NH:6][CH:7]=1)[CH:14]=[CH2:15]. The yield is 0.270.